Predict which catalyst facilitates the given reaction. From a dataset of Catalyst prediction with 721,799 reactions and 888 catalyst types from USPTO. (1) Reactant: C(O[CH:4](OCC)[C:5]([C:7]1[CH:12]=[CH:11][C:10]([F:13])=[CH:9][CH:8]=1)=O)C.Cl.[NH2:18][NH:19][C:20]([NH2:22])=[O:21]. Product: [F:13][C:10]1[CH:9]=[CH:8][C:7]([C:5]2[CH:4]=[N:22][C:20](=[O:21])[NH:19][N:18]=2)=[CH:12][CH:11]=1. The catalyst class is: 8. (2) Reactant: [CH3:1][C:2]1[CH:7]=[CH:6][C:5]([C:8]2[O:12][N:11]=[CH:10][C:9]=2[C:13]([OH:15])=O)=[CH:4][CH:3]=1.CN(C(ON1N=NC2C=CC=CC1=2)=[N+](C)C)C.[B-](F)(F)(F)F.C(N(C(C)C)C(C)C)C.Cl.[NH:48]1[CH2:53][CH2:52][CH2:51][CH:50]([C:54]([OH:59])([CH2:57][CH3:58])[CH2:55][CH3:56])[CH2:49]1. Product: [CH3:1][C:2]1[CH:3]=[CH:4][C:5]([C:8]2[O:12][N:11]=[CH:10][C:9]=2[C:13]([N:48]2[CH2:53][CH2:52][CH2:51][CH:50]([C:54]([OH:59])([CH2:57][CH3:58])[CH2:55][CH3:56])[CH2:49]2)=[O:15])=[CH:6][CH:7]=1. The catalyst class is: 3.